This data is from Full USPTO retrosynthesis dataset with 1.9M reactions from patents (1976-2016). The task is: Predict the reactants needed to synthesize the given product. (1) Given the product [F:16][C:17]([F:28])([F:29])[O:18][C:19]1[CH:24]=[CH:23][C:22]([C:2]2[N:7]=[CH:6][C:5]([C:8]3[CH:15]=[CH:14][C:11]([CH:12]=[O:13])=[CH:10][CH:9]=3)=[CH:4][N:3]=2)=[CH:21][CH:20]=1, predict the reactants needed to synthesize it. The reactants are: Cl[C:2]1[N:7]=[CH:6][C:5]([C:8]2[CH:15]=[CH:14][C:11]([CH:12]=[O:13])=[CH:10][CH:9]=2)=[CH:4][N:3]=1.[F:16][C:17]([F:29])([F:28])[O:18][C:19]1[CH:24]=[CH:23][C:22](B(O)O)=[CH:21][CH:20]=1.C(=O)([O-])[O-].[K+].[K+]. (2) Given the product [Br:1][C:2]1[C:3]([Br:8])=[CH:4][C:5]2[C:12](=[O:13])[C:11]3[C:10](=[CH:18][CH:17]=[CH:16][CH:15]=3)[C:9](=[O:14])[C:6]=2[CH:7]=1, predict the reactants needed to synthesize it. The reactants are: [Br:1][C:2]1[CH:7]=[CH:6][CH:5]=[CH:4][C:3]=1[Br:8].[C:9]1(=O)[O:14][C:12](=[O:13])[C:11]2=[CH:15][CH:16]=[CH:17][CH:18]=[C:10]12.[Cl-].[Al+3].[Cl-].[Cl-].Cl. (3) Given the product [C:1]([O:5][C:6]([N:8]1[CH2:12][CH2:11][CH:10]([CH2:13][CH2:14][C:15]2[CH:20]=[CH:19][C:18]([NH:21][C:30]([NH:41][C:42]3[CH:47]=[CH:46][C:45]([Cl:48])=[CH:44][N:43]=3)=[O:32])=[CH:17][CH:16]=2)[CH2:9]1)=[O:7])([CH3:4])([CH3:2])[CH3:3], predict the reactants needed to synthesize it. The reactants are: [C:1]([O:5][C:6]([N:8]1[CH2:12][CH2:11][CH:10]([CH2:13][CH2:14][C:15]2[CH:20]=[CH:19][C:18]([NH2:21])=[CH:17][CH:16]=2)[CH2:9]1)=[O:7])([CH3:4])([CH3:3])[CH3:2].C(N(CC)CC)C.Cl[C:30](Cl)([O:32]C(=O)OC(Cl)(Cl)Cl)Cl.[NH2:41][C:42]1[CH:47]=[CH:46][C:45]([Cl:48])=[CH:44][N:43]=1. (4) Given the product [F:1][C:2]([F:15])([C:11]([F:12])([F:13])[F:14])/[CH:3]=[CH:4]/[C:5]([O:7][CH2:8][CH3:9])=[O:6], predict the reactants needed to synthesize it. The reactants are: [F:1][C:2]([F:15])([C:11]([F:14])([F:13])[F:12])[CH:3](O)[CH2:4][C:5]([O:7][CH2:8][CH3:9])=[O:6].O=P12OP3(OP(OP(O3)(O1)=O)(=O)O2)=O. (5) Given the product [C:1]([N:5]1[C:9]([C:10]2[CH:15]=[CH:14][C:13]([F:16])=[CH:12][CH:11]=2)=[C:8]([C:17]2[S:18][CH:19]=[C:20]([CH2:22][C:23]([N:26]3[CH2:31][CH2:30][O:29][CH2:28][CH2:27]3)=[O:24])[N:21]=2)[CH:7]=[N:6]1)([CH3:4])([CH3:2])[CH3:3], predict the reactants needed to synthesize it. The reactants are: [C:1]([N:5]1[C:9]([C:10]2[CH:15]=[CH:14][C:13]([F:16])=[CH:12][CH:11]=2)=[C:8]([C:17]2[S:18][CH:19]=[C:20]([CH2:22][C:23](O)=[O:24])[N:21]=2)[CH:7]=[N:6]1)([CH3:4])([CH3:3])[CH3:2].[NH:26]1[CH2:31][CH2:30][O:29][CH2:28][CH2:27]1. (6) Given the product [CH3:6][C:5]([Si:2]([CH3:4])([CH3:3])[O:9][CH:10]1[CH2:11][CH2:12][CH:13]([C:16]([O:18][CH2:19][CH3:20])=[O:17])[CH2:14][CH2:15]1)([CH3:8])[CH3:7], predict the reactants needed to synthesize it. The reactants are: Cl[Si:2]([C:5]([CH3:8])([CH3:7])[CH3:6])([CH3:4])[CH3:3].[OH:9][CH:10]1[CH2:15][CH2:14][CH:13]([C:16]([O:18][CH2:19][CH3:20])=[O:17])[CH2:12][CH2:11]1.N1C=CN=C1.C(O)(=O)CC(CC(O)=O)(C(O)=O)O.